Dataset: NCI-60 drug combinations with 297,098 pairs across 59 cell lines. Task: Regression. Given two drug SMILES strings and cell line genomic features, predict the synergy score measuring deviation from expected non-interaction effect. Drug 1: CC1CCCC2(C(O2)CC(NC(=O)CC(C(C(=O)C(C1O)C)(C)C)O)C(=CC3=CSC(=N3)C)C)C. Drug 2: CC1C(C(CC(O1)OC2CC(CC3=C2C(=C4C(=C3O)C(=O)C5=C(C4=O)C(=CC=C5)OC)O)(C(=O)CO)O)N)O.Cl. Cell line: PC-3. Synergy scores: CSS=45.3, Synergy_ZIP=-1.47, Synergy_Bliss=-0.875, Synergy_Loewe=0.943, Synergy_HSA=1.05.